Predict the reactants needed to synthesize the given product. From a dataset of Full USPTO retrosynthesis dataset with 1.9M reactions from patents (1976-2016). (1) Given the product [C:16]([O:19][CH2:2][C:3]1[CH:15]=[CH:14][C:6]2[C:7](=[O:13])[O:8][C:9]([CH3:12])([CH3:11])[O:10][C:5]=2[CH:4]=1)(=[O:18])[CH3:17], predict the reactants needed to synthesize it. The reactants are: Br[CH2:2][C:3]1[CH:15]=[CH:14][C:6]2[C:7](=[O:13])[O:8][C:9]([CH3:12])([CH3:11])[O:10][C:5]=2[CH:4]=1.[C:16]([O-:19])(=[O:18])[CH3:17].[Na+].CCCCCCC.C(OCC)(=O)C.O. (2) Given the product [Cl:1][C:2]1[CH:9]=[C:8]([N:10]([C@H:11]2[CH2:15][CH2:14][N:13]([CH2:25][C:26]3[CH:31]=[CH:30][CH:29]=[CH:28][C:27]=3[Cl:32])[CH2:12]2)[CH2:16][C:17]2[CH:22]=[CH:21][CH:20]=[CH:19][C:18]=2[CH3:23])[CH:7]=[CH:6][C:3]=1[C:4]#[N:5], predict the reactants needed to synthesize it. The reactants are: [Cl:1][C:2]1[CH:9]=[C:8]([N:10]([CH2:16][C:17]2[CH:22]=[CH:21][CH:20]=[CH:19][C:18]=2[CH3:23])[C@H:11]2[CH2:15][CH2:14][NH:13][CH2:12]2)[CH:7]=[CH:6][C:3]=1[C:4]#[N:5].Br[CH2:25][C:26]1[CH:31]=[CH:30][CH:29]=[CH:28][C:27]=1[Cl:32]. (3) Given the product [Br:14][C:9]1[C:8]2[C:3]3[C:2](=[CH:7][CH:6]=[CH:5][CH:4]=3)[C:26]([C:27]3[CH:32]=[CH:31][CH:30]=[CH:29][CH:28]=3)([C:34]3[CH:39]=[CH:38][CH:37]=[CH:36][CH:35]=3)[C:13]=2[CH:12]=[CH:11][CH:10]=1, predict the reactants needed to synthesize it. The reactants are: Br[C:2]1[CH:7]=[CH:6][CH:5]=[CH:4][C:3]=1[C:8]1[CH:13]=[CH:12][CH:11]=[CH:10][C:9]=1[Br:14].[Li]CCCC.CCCCCC.[C:26]([C:34]1[CH:39]=[CH:38][CH:37]=[CH:36][CH:35]=1)(=O)[C:27]1[CH:32]=[CH:31][CH:30]=[CH:29][CH:28]=1. (4) Given the product [N+:1]([C:4]1[CH:12]=[CH:11][C:7]([C:8]([NH:13][CH2:14][CH2:15][C:16]2[CH:21]=[CH:20][CH:19]=[CH:18][N:17]=2)=[O:9])=[CH:6][CH:5]=1)([O-:3])=[O:2], predict the reactants needed to synthesize it. The reactants are: [N+:1]([C:4]1[CH:12]=[CH:11][C:7]([C:8](Cl)=[O:9])=[CH:6][CH:5]=1)([O-:3])=[O:2].[NH2:13][CH2:14][CH2:15][C:16]1[CH:21]=[CH:20][CH:19]=[CH:18][N:17]=1.C(N(CC)CC)C.C(OCC)(=O)C. (5) Given the product [CH2:19]([N:10]1[C:5]2[C:6](=[N:7][C:2]([Cl:1])=[CH:3][CH:4]=2)[CH:8]=[C:9]1[C:11]#[N:12])[C:20]1[CH:25]=[CH:24][CH:23]=[CH:22][CH:21]=1, predict the reactants needed to synthesize it. The reactants are: [Cl:1][C:2]1[N:7]=[C:6]2[CH:8]=[C:9]([C:11]#[N:12])[NH:10][C:5]2=[CH:4][CH:3]=1.C([O-])([O-])=O.[K+].[K+].[CH2:19](Br)[C:20]1[CH:25]=[CH:24][CH:23]=[CH:22][CH:21]=1. (6) Given the product [C:4]([C:5]1[CH2:9][C:8]2([CH2:14][CH2:13][N:12]([C:15]3[C:20]([N+:21]([O-:23])=[O:22])=[CH:19][CH:18]=[C:17]([CH3:24])[N:16]=3)[CH2:11][CH2:10]2)[O:7][N:6]=1)#[C:3][CH2:2][CH2:1][CH2:26][CH3:27], predict the reactants needed to synthesize it. The reactants are: [CH3:1][CH:2](C)[C:3]#[C:4][C:5]1[CH2:9][C:8]2([CH2:14][CH2:13][N:12]([C:15]3[C:20]([N+:21]([O-:23])=[O:22])=[CH:19][CH:18]=[C:17]([CH3:24])[N:16]=3)[CH2:11][CH2:10]2)[O:7][N:6]=1.[CH3:26][CH:27](C)C#C. (7) Given the product [Cl:1][C:2]1[CH:7]=[C:6]([C:30]#[C:29][Si:26]([CH3:28])([CH3:27])[CH3:25])[CH:5]=[CH:4][C:3]=1[NH:9][C:10]1[C:22]([F:23])=[C:21]([F:24])[CH:20]=[CH:19][C:11]=1[C:12]([NH:14][O:15][CH2:16][CH2:17][OH:18])=[O:13], predict the reactants needed to synthesize it. The reactants are: [Cl:1][C:2]1[CH:7]=[C:6](I)[CH:5]=[CH:4][C:3]=1[NH:9][C:10]1[C:22]([F:23])=[C:21]([F:24])[CH:20]=[CH:19][C:11]=1[C:12]([NH:14][O:15][CH2:16][CH2:17][OH:18])=[O:13].[CH3:25][Si:26]([C:29]#[CH:30])([CH3:28])[CH3:27]. (8) Given the product [C:11]([C:2]1([C:22]([O:24][CH3:25])=[O:23])[CH:3]2[CH2:9][CH:7]3[CH2:6][CH:5]([CH2:10][CH:1]1[CH2:8]3)[CH2:4]2)#[N:12], predict the reactants needed to synthesize it. The reactants are: [CH:1]12[CH2:10][CH:5]3[CH2:6][CH:7]([CH2:9][CH:3]([CH2:4]3)[CH:2]1[C:11]#[N:12])[CH2:8]2.C([N-]C(C)C)(C)C.[Li+].Cl[C:22]([O:24][CH3:25])=[O:23].